This data is from Full USPTO retrosynthesis dataset with 1.9M reactions from patents (1976-2016). The task is: Predict the reactants needed to synthesize the given product. (1) Given the product [CH3:1][O:2][C:3]([C@@H:5]1[CH2:9][CH2:8][CH2:7][N:6]1[C:10](=[O:32])[NH:11][C:12]1[CH:13]=[CH:14][C:15]([S:18]([N:21]2[CH2:26][CH2:25][CH:24]([CH:27]=[O:28])[CH2:23][CH2:22]2)(=[O:20])=[O:19])=[CH:16][CH:17]=1)=[O:4], predict the reactants needed to synthesize it. The reactants are: [CH3:1][O:2][C:3]([C@@H:5]1[CH2:9][CH2:8][CH2:7][N:6]1[C:10](=[O:32])[NH:11][C:12]1[CH:17]=[CH:16][C:15]([S:18]([N:21]2[CH2:26][CH2:25][CH:24]([CH:27](OC)[O:28]C)[CH2:23][CH2:22]2)(=[O:20])=[O:19])=[CH:14][CH:13]=1)=[O:4].[I-].[Na+].ClC([SiH3])(Cl)Cl. (2) Given the product [Cl:3][C:4]1[CH:5]=[C:6]([N:15]2[C:23]3[C:18](=[CH:19][C:20]4[C:26]([NH:27][S:28]([CH:31]5[CH2:33][CH2:32]5)(=[O:30])=[O:29])=[N:25][O:24][C:21]=4[CH:22]=3)[C:17]([C:34]([NH2:35])=[O:1])=[CH:16]2)[CH:7]=[N:8][C:9]=1[O:10][CH2:11][CH:12]([CH3:14])[CH3:13], predict the reactants needed to synthesize it. The reactants are: [OH-:1].[Na+].[Cl:3][C:4]1[CH:5]=[C:6]([N:15]2[C:23]3[C:18](=[CH:19][C:20]4[C:26]([NH:27][S:28]([CH:31]5[CH2:33][CH2:32]5)(=[O:30])=[O:29])=[N:25][O:24][C:21]=4[CH:22]=3)[C:17]([C:34]#[N:35])=[CH:16]2)[CH:7]=[N:8][C:9]=1[O:10][CH2:11][CH:12]([CH3:14])[CH3:13].